This data is from Peptide-MHC class I binding affinity with 185,985 pairs from IEDB/IMGT. The task is: Regression. Given a peptide amino acid sequence and an MHC pseudo amino acid sequence, predict their binding affinity value. This is MHC class I binding data. (1) The peptide sequence is KLWASFFQG. The MHC is HLA-A02:19 with pseudo-sequence HLA-A02:19. The binding affinity (normalized) is 0.0847. (2) The peptide sequence is VTENKKIQY. The MHC is HLA-A02:11 with pseudo-sequence HLA-A02:11. The binding affinity (normalized) is 0.0847. (3) The binding affinity (normalized) is 0.756. The peptide sequence is PSSAQTFFY. The MHC is HLA-A01:01 with pseudo-sequence HLA-A01:01. (4) The peptide sequence is FTDNNELEF. The MHC is HLA-B08:02 with pseudo-sequence HLA-B08:02. The binding affinity (normalized) is 0.0847. (5) The peptide sequence is IFMRDWNSKY. The MHC is HLA-A31:01 with pseudo-sequence HLA-A31:01. The binding affinity (normalized) is 0.278. (6) The peptide sequence is HEEFTTNYL. The MHC is HLA-B39:01 with pseudo-sequence HLA-B39:01. The binding affinity (normalized) is 0.368.